This data is from Catalyst prediction with 721,799 reactions and 888 catalyst types from USPTO. The task is: Predict which catalyst facilitates the given reaction. (1) Reactant: [Cl:1][C:2]1[CH:3]=[C:4]([CH2:8][NH2:9])[CH:5]=[CH:6][CH:7]=1.[Cl:10][C:11]1[CH:16]=[CH:15][CH:14]=[CH:13][C:12]=1[CH2:17][N:18]1[C:23](=[O:24])[C:22]([C:25]([NH:27][CH2:28][C:29]([O:31]CC)=[O:30])=[O:26])=[C:21]([OH:34])[C:20]([C:35](OC)=[O:36])=[C:19]1[OH:39]. Product: [Cl:10][C:11]1[CH:16]=[CH:15][CH:14]=[CH:13][C:12]=1[CH2:17][N:18]1[C:19]([OH:39])=[C:20]([C:35]([NH:9][CH2:8][C:4]2[CH:5]=[CH:6][CH:7]=[C:2]([Cl:1])[CH:3]=2)=[O:36])[C:21]([OH:34])=[C:22]([C:25]([NH:27][CH2:28][C:29]([O-:31])=[O:30])=[O:26])[C:23]1=[O:24].[NH4+:9]. The catalyst class is: 22. (2) Reactant: [NH2:1][C:2]1[CH:3]=[C:4]([OH:8])[CH:5]=[CH:6][CH:7]=1.[C:9](Cl)(=[O:13])[C:10]([CH3:12])=[CH2:11]. Product: [C:9]([NH:1][C:2]1[CH:3]=[C:4]([OH:8])[CH:5]=[CH:6][CH:7]=1)(=[O:13])[C:10]([CH3:12])=[CH2:11]. The catalyst class is: 80.